From a dataset of Catalyst prediction with 721,799 reactions and 888 catalyst types from USPTO. Predict which catalyst facilitates the given reaction. (1) Reactant: [NH2:1][C:2]1[CH:23]=[CH:22][C:5]([O:6][C:7]2[CH:12]=[CH:11][N:10]=[C:9]([N:13](CC3C=CC=CC=3)[CH3:14])[CH:8]=2)=[C:4]([F:24])[CH:3]=1. Product: [NH2:1][C:2]1[CH:23]=[CH:22][C:5]([O:6][C:7]2[CH:12]=[CH:11][N:10]=[C:9]([NH:13][CH3:14])[CH:8]=2)=[C:4]([F:24])[CH:3]=1. The catalyst class is: 19. (2) Reactant: [CH2:1](O)[CH3:2].C1(P(C2C=CC=CC=2)C2C=CC=CC=2)C=CC=CC=1.N(C(OCC)=O)=NC(OCC)=O.[CH:35]1([CH2:38][N:39]([CH2:60][CH:61]2[CH2:63][CH2:62]2)[C:40]2[C:41]([S:58][CH3:59])=[N:42][N:43]3[C:48]([C:49]4[C:54]([CH3:55])=[CH:53][C:52]([CH3:56])=[CH:51][C:50]=4[OH:57])=[CH:47][CH:46]=[CH:45][C:44]=23)[CH2:37][CH2:36]1. Product: [CH:35]1([CH2:38][N:39]([CH2:60][CH:61]2[CH2:63][CH2:62]2)[C:40]2[C:41]([S:58][CH3:59])=[N:42][N:43]3[C:48]([C:49]4[C:54]([CH3:55])=[CH:53][C:52]([CH3:56])=[CH:51][C:50]=4[O:57][CH2:1][CH3:2])=[CH:47][CH:46]=[CH:45][C:44]=23)[CH2:36][CH2:37]1. The catalyst class is: 355. (3) Reactant: [OH:1][C:2]1[CH:19]=[CH:18][C:5]([C:6]2[C:15](=[O:16])[C:14]3[C:9](=[CH:10][C:11]([OH:17])=[CH:12][CH:13]=3)[O:8][CH:7]=2)=[CH:4][CH:3]=1.Cl[CH2:21][C:22]1[N:23]=[C:24]([C:27]2[CH:32]=[C:31]([F:33])[CH:30]=[C:29]([C:34]([F:37])([F:36])[F:35])[CH:28]=2)[O:25][CH:26]=1.[I-].[Na+].[OH-].[K+]. Product: [F:33][C:31]1[CH:30]=[C:29]([C:34]([F:35])([F:36])[F:37])[CH:28]=[C:27]([C:24]2[O:25][CH:26]=[C:22]([CH2:21][O:17][C:11]3[CH:10]=[C:9]4[C:14]([C:15](=[O:16])[C:6]([C:5]5[CH:18]=[CH:19][C:2]([OH:1])=[CH:3][CH:4]=5)=[CH:7][O:8]4)=[CH:13][CH:12]=3)[N:23]=2)[CH:32]=1. The catalyst class is: 374. (4) Reactant: FC1C=CC(OC)=CC=1C1C=CC(O[Si](C(C)C)(C(C)C)C(C)C)=CC=1[CH2:27][C:28]([CH3:31])([CH3:30])[CH3:29].[CH2:32]([O:39][C:40]1[CH:45]=[CH:44][C:43]([C:46]2[CH:51]=[C:50]([O:52][CH3:53])[CH:49]=[CH:48][C:47]=2[F:54])=[CH:42][C:41]=1[CH:55]=[O:56])[C:33]1[CH:38]=[CH:37][CH:36]=[CH:35][CH:34]=1.Cl. Product: [CH2:32]([O:39][C:40]1[CH:45]=[CH:44][C:43]([C:46]2[CH:51]=[C:50]([O:52][CH3:53])[CH:49]=[CH:48][C:47]=2[F:54])=[CH:42][C:41]=1[CH:55]([OH:56])[CH2:27][C:28]([CH3:31])([CH3:30])[CH3:29])[C:33]1[CH:34]=[CH:35][CH:36]=[CH:37][CH:38]=1. The catalyst class is: 385. (5) Reactant: C([C@H]1CCOC(=O)N1C(=O)[C@@H:16]([C@H:21]([O:29][Si:30]([C:33]([CH3:36])([CH3:35])[CH3:34])([CH3:32])[CH3:31])[C:22]1[CH:23]=[N:24][C:25]([Cl:28])=[CH:26][CH:27]=1)[CH2:17][CH2:18][C:19]#[CH:20])C1C=CC=CC=1.[O:38]1[CH2:42]CCC1.[OH:43]O.[OH-].[Na+]. Product: [Si:30]([O:29][C@H:21]([C:22]1[CH:23]=[N:24][C:25]([Cl:28])=[CH:26][CH:27]=1)[C@@H:16]([CH2:17][CH2:18][C:19]#[CH:20])[C:42]([OH:38])=[O:43])([C:33]([CH3:34])([CH3:36])[CH3:35])([CH3:32])[CH3:31]. The catalyst class is: 6. (6) Reactant: [NH2:1][CH:2]([CH2:6][C:7]1[CH:12]=[CH:11][CH:10]=[C:9]([Br:13])[CH:8]=1)[C:3]([OH:5])=[O:4].C([O-])(O)=O.[Na+].O.Cl[C:21](=[O:27])[C:22]([O:24][CH2:25][CH3:26])=[O:23]. Product: [Br:13][C:9]1[CH:8]=[C:7]([CH2:6][CH:2]([NH:1][C:21](=[O:27])[C:22]([O:24][CH2:25][CH3:26])=[O:23])[C:3]([OH:5])=[O:4])[CH:12]=[CH:11][CH:10]=1. The catalyst class is: 1.